From a dataset of Reaction yield outcomes from USPTO patents with 853,638 reactions. Predict the reaction yield, written as a fraction of the theoretical maximum amount of product (1.0 means a 100% yield; for example, 0.34 means a 34% yield). (1) The reactants are C([O:3][C:4]([C:6]1[C:7]([OH:29])([C:23]2[CH:28]=[CH:27][CH:26]=[CH:25][CH:24]=2)[C:8]2[C:13]([C:14]=1[C:15]1[CH:20]=[CH:19][CH:18]=[CH:17][CH:16]=1)=[CH:12][CH:11]=[C:10]([O:21][CH3:22])[CH:9]=2)=[O:5])C.[OH-].[Na+]. The catalyst is C1COCC1.C(O)C. The product is [OH:29][C:7]1([C:23]2[CH:28]=[CH:27][CH:26]=[CH:25][CH:24]=2)[C:8]2[C:13](=[CH:12][CH:11]=[C:10]([O:21][CH3:22])[CH:9]=2)[C:14]([C:15]2[CH:20]=[CH:19][CH:18]=[CH:17][CH:16]=2)=[C:6]1[C:4]([OH:5])=[O:3]. The yield is 0.970. (2) The reactants are Cl[C:2]1[N:10]=[C:9](Cl)[CH:8]=[CH:7][C:3]=1[C:4]([NH2:6])=[O:5].[N:12]1([CH2:17][CH2:18][C:19]2[CH:25]=[CH:24][C:22]([NH2:23])=[CH:21][CH:20]=2)[CH2:16][CH2:15][CH2:14][CH2:13]1.[CH2:26]1[C:30]2([CH2:34][CH2:33][NH:32][CH2:31]2)[CH2:29][CH2:28][N:27]1[C:35]([O:37]C(C)(C)C)=O.[C:42](O)(=O)[CH:43]=C. No catalyst specified. The product is [C:35]([N:27]1[CH2:28][CH2:29][C:30]2([CH2:31][N:32]([C:9]3[CH:8]=[CH:7][C:3]([C:4]([NH2:6])=[O:5])=[C:2]([NH:23][C:22]4[CH:21]=[CH:20][C:19]([CH2:18][CH2:17][N:12]5[CH2:16][CH2:15][CH2:14][CH2:13]5)=[CH:25][CH:24]=4)[N:10]=3)[CH2:33][CH2:34]2)[CH2:26]1)(=[O:37])[CH:42]=[CH2:43]. The yield is 0.340. (3) The reactants are [N:1]([CH2:4][CH:5]1[C:13]2[C:8](=[CH:9][CH:10]=[CH:11][CH:12]=2)[C:7](=[C:14]2[C:22]3[C:17](=[CH:18][CH:19]=[CH:20][CH:21]=3)[NH:16][C:15]2=[O:23])[O:6]1)=[C:2]=[O:3].[OH:24][CH2:25][CH2:26][NH2:27]. The catalyst is C1COCC1. The product is [OH:24][CH2:25][CH2:26][NH:27][C:2]([NH:1][CH2:4][CH:5]1[C:13]2[C:8](=[CH:9][CH:10]=[CH:11][CH:12]=2)[C:7](=[C:14]2[C:22]3[C:17](=[CH:18][CH:19]=[CH:20][CH:21]=3)[NH:16][C:15]2=[O:23])[O:6]1)=[O:3]. The yield is 0.200.